From a dataset of Catalyst prediction with 721,799 reactions and 888 catalyst types from USPTO. Predict which catalyst facilitates the given reaction. (1) Reactant: [Cl:1][C:2]1[CH:7]=[CH:6][C:5]([N:8]2[C:17](=[O:18])[C:16]3[C:11](=[C:12]([CH:23]=[CH2:24])[C:13]([NH:19][C:20](=[O:22])[CH3:21])=[CH:14][CH:15]=3)[N:10]=[C:9]2[CH:25]([CH3:27])[CH3:26])=[CH:4][CH:3]=1.[CH2:28](Br)[CH:29]=[CH2:30].C(=O)([O-])[O-].[Cs+].[Cs+]. Product: [CH2:30]([N:19]([C:13]1[C:12]([CH:23]=[CH2:24])=[C:11]2[C:16]([C:17](=[O:18])[N:8]([C:5]3[CH:4]=[CH:3][C:2]([Cl:1])=[CH:7][CH:6]=3)[C:9]([CH:25]([CH3:27])[CH3:26])=[N:10]2)=[CH:15][CH:14]=1)[C:20](=[O:22])[CH3:21])[CH:29]=[CH2:28]. The catalyst class is: 384. (2) Reactant: [NH2:1][C:2]1[CH:3]=[C:4]([C:12]([O:14][CH3:15])=[O:13])[CH:5]=[C:6]([CH:11]=1)[C:7]([O:9][CH3:10])=[O:8].[CH:16]([CH:18]=O)=O.[NH4+:20].[Cl-].[CH2:22]=O.OP(O)(O)=O. Product: [N:1]1([C:2]2[CH:11]=[C:6]([C:7]([O:9][CH3:10])=[O:8])[CH:5]=[C:4]([CH:3]=2)[C:12]([O:14][CH3:15])=[O:13])[CH:18]=[CH:16][N:20]=[CH:22]1. The catalyst class is: 14. (3) Product: [C:37]([O:40][C:41](=[O:42])[NH:1][CH2:4][C:5]1[CH:10]=[CH:9][C:8]([N+:11]([O-:13])=[O:12])=[C:7]([O:14][CH3:15])[CH:6]=1)([CH3:39])([CH3:38])[CH3:36]. The catalyst class is: 219. Reactant: [N:1]([CH2:4][C:5]1[CH:10]=[CH:9][C:8]([N+:11]([O-:13])=[O:12])=[C:7]([O:14][CH3:15])[CH:6]=1)=[N+]=[N-].C1(P(C2C=CC=CC=2)C2C=CC=CC=2)C=CC=CC=1.O.[CH3:36][C:37]([O:40][C:41](O[C:41]([O:40][C:37]([CH3:39])([CH3:38])[CH3:36])=[O:42])=[O:42])([CH3:39])[CH3:38]. (4) Reactant: Cl.Cl.[F:3][C:4]1[CH:5]=[C:6]([C@@H:11]2[CH2:15][N:14]([C:16]3[CH:17]=[N:18][N:19]([CH2:21][C:22]4[CH:27]=[CH:26][C:25]([O:28][CH3:29])=[CH:24][CH:23]=4)[CH:20]=3)[CH2:13][C@H:12]2[NH2:30])[CH:7]=[CH:8][C:9]=1[F:10].CCN(C(C)C)C(C)C.[CH2:40]([O:42][C:43]1[C:47]([CH3:48])=[C:46]([NH:49][C:50](=O)[O:51]C2C=CC=CC=2)[N:45]([C:59]2[CH:64]=[CH:63][CH:62]=[CH:61][CH:60]=2)[N:44]=1)[CH3:41]. Product: [F:3][C:4]1[CH:5]=[C:6]([C@@H:11]2[CH2:15][N:14]([C:16]3[CH:17]=[N:18][N:19]([CH2:21][C:22]4[CH:27]=[CH:26][C:25]([O:28][CH3:29])=[CH:24][CH:23]=4)[CH:20]=3)[CH2:13][C@H:12]2[NH:30][C:50]([NH:49][C:46]2[N:45]([C:59]3[CH:64]=[CH:63][CH:62]=[CH:61][CH:60]=3)[N:44]=[C:43]([O:42][CH2:40][CH3:41])[C:47]=2[CH3:48])=[O:51])[CH:7]=[CH:8][C:9]=1[F:10]. The catalyst class is: 44. (5) Reactant: BrN1C(=O)CCC1=O.[Cl:9][C:10]1[CH:11]=[C:12]2[C:16](=[CH:17][CH:18]=1)[N:15]([CH2:19][C:20]([OH:22])=[O:21])[C:14]([CH3:23])=[C:13]2[C:24]1[C:33]2[C:28](=[CH:29][C:30]([Cl:34])=[CH:31][CH:32]=2)[N:27]=[CH:26][CH:25]=1.[CH3:35][S-:36].[Na+]. Product: [Cl:9][C:10]1[CH:11]=[C:12]2[C:16](=[CH:17][CH:18]=1)[N:15]([CH2:19][C:20]([OH:22])=[O:21])[C:14]([CH2:23][S:36][CH3:35])=[C:13]2[C:24]1[C:33]2[C:28](=[CH:29][C:30]([Cl:34])=[CH:31][CH:32]=2)[N:27]=[CH:26][CH:25]=1. The catalyst class is: 3. (6) Reactant: Cl[C:2]1[C:11]2[C:6](=[C:7]([C:12]([F:15])([F:14])[F:13])[CH:8]=[CH:9][CH:10]=2)[N:5]=[CH:4][CH:3]=1.[OH:16][C:17]1[CH:24]=[CH:23][C:20]([CH:21]=[O:22])=[CH:19][CH:18]=1.C(=O)([O-])[O-].[Cs+].[Cs+].O. Product: [F:13][C:12]([F:15])([F:14])[C:7]1[CH:8]=[CH:9][CH:10]=[C:11]2[C:6]=1[N:5]=[CH:4][CH:3]=[C:2]2[O:16][C:17]1[CH:24]=[CH:23][C:20]([CH:21]=[O:22])=[CH:19][CH:18]=1. The catalyst class is: 9.